From a dataset of Forward reaction prediction with 1.9M reactions from USPTO patents (1976-2016). Predict the product of the given reaction. (1) Given the reactants [N+:1]([C:4]1[CH:9]=[CH:8][C:7]([CH2:10][C:11]([CH3:13])=[O:12])=[CH:6][CH:5]=1)([O-])=O.CO, predict the reaction product. The product is: [NH2:1][C:4]1[CH:5]=[CH:6][C:7]([CH2:10][C:11]([CH3:13])=[O:12])=[CH:8][CH:9]=1. (2) Given the reactants [CH:1]([N:4]([CH:7]([CH3:9])[CH3:8])[CH2:5][CH3:6])([CH3:3])[CH3:2].[C:10]([OH:13])(=[O:12])[CH3:11], predict the reaction product. The product is: [C:10]([O-:13])(=[O:12])[CH3:11].[CH:1]([NH+:4]([CH2:5][CH3:6])[CH:7]([CH3:9])[CH3:8])([CH3:3])[CH3:2]. (3) The product is: [NH2:21][C:18]1[N:19]=[CH:20][C:15]([C:12]2[N:13]=[CH:14][C:9]([C:24]3[CH:29]=[CH:28][CH:27]=[CH:26][C:25]=3[S:30]([NH:33][CH2:34][C@@H:35]([OH:37])[CH3:36])(=[O:32])=[O:31])=[CH:10][CH:11]=2)=[CH:16][N:17]=1. Given the reactants CC1(C)C(C)(C)OB([C:9]2[CH:10]=[CH:11][C:12]([C:15]3[CH:16]=[N:17][C:18]([NH2:21])=[N:19][CH:20]=3)=[N:13][CH:14]=2)O1.Br[C:24]1[CH:29]=[CH:28][CH:27]=[CH:26][C:25]=1[S:30]([NH:33][CH2:34][C@@H:35]([OH:37])[CH3:36])(=[O:32])=[O:31], predict the reaction product. (4) Given the reactants Br[C:2]1[CH:3]=[C:4]([C:8]2[O:12][CH:11]=[N:10][CH:9]=2)[CH:5]=[N:6][CH:7]=1.[B:13]1([B:13]2[O:17][C:16]([CH3:19])([CH3:18])[C:15]([CH3:21])([CH3:20])[O:14]2)[O:17][C:16]([CH3:19])([CH3:18])[C:15]([CH3:21])([CH3:20])[O:14]1.C([O-])(=O)C.[K+], predict the reaction product. The product is: [CH3:20][C:15]1([CH3:21])[C:16]([CH3:19])([CH3:18])[O:17][B:13]([C:2]2[CH:3]=[C:4]([C:8]3[O:12][CH:11]=[N:10][CH:9]=3)[CH:5]=[N:6][CH:7]=2)[O:14]1. (5) Given the reactants [Cl:1][C:2]1[C:9]([C:10]#[N:11])=[C:8](F)[CH:7]=[CH:6][C:3]=1[C:4]#[N:5].[OH:13][C:14]([C@H:17]1[CH2:21][CH2:20][NH:19][C@H:18]1[CH3:22])([CH3:16])[CH3:15].C(=O)([O-])[O-].[Li+].[Li+], predict the reaction product. The product is: [Cl:1][C:2]1[C:9]([C:10]#[N:11])=[C:8]([N:19]2[CH2:20][CH2:21][C@H:17]([C:14]([OH:13])([CH3:16])[CH3:15])[C@@H:18]2[CH3:22])[CH:7]=[CH:6][C:3]=1[C:4]#[N:5]. (6) Given the reactants N1C=NN=N1.[CH2:6]([O:8][C:9]1[CH:10]=[C:11]([C:15]2[CH:20]=[C:19]([C:21]([CH3:24])([CH3:23])[CH3:22])[C:18]([OH:25])=[CH:17][C:16]=2[NH:26][C:27]([C:29]2[C:38](=[O:39])[C:37]3[C:32](=[CH:33][CH:34]=[CH:35][CH:36]=3)[NH:31][CH:30]=2)=[O:28])[CH:12]=[CH:13][CH:14]=1)[CH3:7].C(N(C(C)C)[P:44]([O:53][CH2:54][C:55]1[CH:60]=[CH:59][CH:58]=[CH:57][CH:56]=1)[O:45][CH2:46][C:47]1[CH:52]=[CH:51][CH:50]=[CH:49][CH:48]=1)(C)C.C([O:68]O)(C)(C)C, predict the reaction product. The product is: [C:21]([C:19]1[C:18]([O:25][P:44](=[O:68])([O:45][CH2:46][C:47]2[CH:48]=[CH:49][CH:50]=[CH:51][CH:52]=2)[O:53][CH2:54][C:55]2[CH:56]=[CH:57][CH:58]=[CH:59][CH:60]=2)=[CH:17][C:16]([NH:26][C:27]([C:29]2[C:38](=[O:39])[C:37]3[C:32](=[CH:33][CH:34]=[CH:35][CH:36]=3)[NH:31][CH:30]=2)=[O:28])=[C:15]([C:11]2[CH:12]=[CH:13][CH:14]=[C:9]([O:8][CH2:6][CH3:7])[CH:10]=2)[CH:20]=1)([CH3:24])([CH3:23])[CH3:22].